This data is from NCI-60 drug combinations with 297,098 pairs across 59 cell lines. The task is: Regression. Given two drug SMILES strings and cell line genomic features, predict the synergy score measuring deviation from expected non-interaction effect. (1) Synergy scores: CSS=7.96, Synergy_ZIP=-5.09, Synergy_Bliss=-7.92, Synergy_Loewe=-82.7, Synergy_HSA=-11.3. Drug 2: CC1=C2C(C(=O)C3(C(CC4C(C3C(C(C2(C)C)(CC1OC(=O)C(C(C5=CC=CC=C5)NC(=O)C6=CC=CC=C6)O)O)OC(=O)C7=CC=CC=C7)(CO4)OC(=O)C)O)C)OC(=O)C. Cell line: NCI-H322M. Drug 1: C1=CC(=CC=C1CC(C(=O)O)N)N(CCCl)CCCl.Cl. (2) Drug 1: COC1=C(C=C2C(=C1)N=CN=C2NC3=CC(=C(C=C3)F)Cl)OCCCN4CCOCC4. Drug 2: CCCCC(=O)OCC(=O)C1(CC(C2=C(C1)C(=C3C(=C2O)C(=O)C4=C(C3=O)C=CC=C4OC)O)OC5CC(C(C(O5)C)O)NC(=O)C(F)(F)F)O. Cell line: MDA-MB-435. Synergy scores: CSS=27.1, Synergy_ZIP=0.0787, Synergy_Bliss=5.57, Synergy_Loewe=5.47, Synergy_HSA=4.98. (3) Drug 1: COC1=C(C=C2C(=C1)N=CN=C2NC3=CC(=C(C=C3)F)Cl)OCCCN4CCOCC4. Drug 2: CC1CCCC2(C(O2)CC(NC(=O)CC(C(C(=O)C(C1O)C)(C)C)O)C(=CC3=CSC(=N3)C)C)C. Cell line: UACC62. Synergy scores: CSS=22.2, Synergy_ZIP=-2.43, Synergy_Bliss=2.94, Synergy_Loewe=3.99, Synergy_HSA=4.06. (4) Drug 1: CC1=C(C(CCC1)(C)C)C=CC(=CC=CC(=CC(=O)O)C)C. Drug 2: C1CN(P(=O)(OC1)NCCCl)CCCl. Cell line: SF-295. Synergy scores: CSS=1.69, Synergy_ZIP=-3.57, Synergy_Bliss=-5.67, Synergy_Loewe=-9.12, Synergy_HSA=-6.07. (5) Drug 1: CC1CCC2CC(C(=CC=CC=CC(CC(C(=O)C(C(C(=CC(C(=O)CC(OC(=O)C3CCCCN3C(=O)C(=O)C1(O2)O)C(C)CC4CCC(C(C4)OC)OCCO)C)C)O)OC)C)C)C)OC. Drug 2: CC(C)NC(=O)C1=CC=C(C=C1)CNNC.Cl. Cell line: SN12C. Synergy scores: CSS=10.0, Synergy_ZIP=-0.936, Synergy_Bliss=4.97, Synergy_Loewe=-10.5, Synergy_HSA=3.15.